The task is: Predict the product of the given reaction.. This data is from Forward reaction prediction with 1.9M reactions from USPTO patents (1976-2016). (1) Given the reactants [NH2:1][C:2]1[CH:3]=[C:4]([CH2:16][CH2:17][C:18]2[CH:19]=[C:20]([NH:24][C:25](=[O:31])[O:26][C:27]([CH3:30])([CH3:29])[CH3:28])[CH:21]=[CH:22][CH:23]=2)[CH:5]=[C:6]([S:8]([NH:11][C:12]([CH3:15])([CH3:14])[CH3:13])(=[O:10])=[O:9])[CH:7]=1.[Cl:32][C:33]1[N:38]=[C:37](Cl)[C:36]([Cl:40])=[CH:35][N:34]=1, predict the reaction product. The product is: [C:12]([NH:11][S:8]([C:6]1[CH:5]=[C:4]([CH2:16][CH2:17][C:18]2[CH:19]=[C:20]([NH:24][C:25](=[O:31])[O:26][C:27]([CH3:30])([CH3:29])[CH3:28])[CH:21]=[CH:22][CH:23]=2)[CH:3]=[C:2]([NH:1][C:35]2[C:36]([Cl:40])=[CH:37][N:38]=[C:33]([Cl:32])[N:34]=2)[CH:7]=1)(=[O:10])=[O:9])([CH3:14])([CH3:15])[CH3:13]. (2) Given the reactants [CH3:1][C:2]1[CH:11]=[CH:10][C:9]2[C:4](=[C:5]([NH2:12])[CH:6]=[CH:7][CH:8]=2)[N:3]=1.[C:13]1([S:19](Cl)(=[O:21])=[O:20])[CH:18]=[CH:17][CH:16]=[CH:15][CH:14]=1, predict the reaction product. The product is: [CH3:1][C:2]1[CH:11]=[CH:10][C:9]2[C:4](=[C:5]([NH:12][S:19]([C:13]3[CH:18]=[CH:17][CH:16]=[CH:15][CH:14]=3)(=[O:21])=[O:20])[CH:6]=[CH:7][CH:8]=2)[N:3]=1. (3) Given the reactants [F:1][C:2]1[CH:34]=[N:33][C:5]2[N:6]([C:26]3[CH:31]=[CH:30][CH:29]=[C:28](I)[CH:27]=3)[C:7](=[O:25])[N:8]([C@@H:11]3[CH2:16][CH2:15][C@H:14]([NH:17][C:18](=[O:24])[O:19][C:20]([CH3:23])([CH3:22])[CH3:21])[CH2:13][CH2:12]3)[C:9](=[O:10])[C:4]=2[CH:3]=1.[OH:35][C:36]1[CH:37]=[CH:38][C:39](B2OC(C)(C)C(C)(C)O2)=[C:40]([CH:43]=1)[CH:41]=[O:42], predict the reaction product. The product is: [C:20]([O:19][C:18](=[O:24])[NH:17][C@H:14]1[CH2:15][CH2:16][C@@H:11]([N:8]2[C:9](=[O:10])[C:4]3[CH:3]=[C:2]([F:1])[CH:34]=[N:33][C:5]=3[N:6]([C:26]3[CH:27]=[C:28]([C:39]4[CH:38]=[CH:37][C:36]([OH:35])=[CH:43][C:40]=4[CH:41]=[O:42])[CH:29]=[CH:30][CH:31]=3)[C:7]2=[O:25])[CH2:12][CH2:13]1)([CH3:23])([CH3:22])[CH3:21]. (4) Given the reactants [C:1]([C:3]1[C:4]([CH2:25][CH:26]([CH3:28])[CH3:27])=[N:5][C:6]2[C:11]([C:12]=1[C:13]1[CH:18]=[CH:17][CH:16]=[CH:15][C:14]=1[F:19])=[CH:10][C:9]([O:20][CH2:21][C:22]([NH2:24])=[O:23])=[CH:8][CH:7]=2)#[N:2].N.O1CCCC1.[ClH:35], predict the reaction product. The product is: [ClH:35].[ClH:35].[NH2:2][CH2:1][C:3]1[C:4]([CH2:25][CH:26]([CH3:28])[CH3:27])=[N:5][C:6]2[C:11]([C:12]=1[C:13]1[CH:18]=[CH:17][CH:16]=[CH:15][C:14]=1[F:19])=[CH:10][C:9]([O:20][CH2:21][C:22]([NH2:24])=[O:23])=[CH:8][CH:7]=2. (5) Given the reactants C1C=CC(P(C2C(C3C(P(C4C=CC=CC=4)C4C=CC=CC=4)=CC=C4C=3C=CC=C4)=C3C(C=CC=C3)=CC=2)C2C=CC=CC=2)=CC=1.Br[C:48]1[CH:49]=[C:50]([CH:53]=[CH:54][C:55]=1[N+:56]([O-:58])=[O:57])[C:51]#[N:52].[NH2:59][C:60]1[N:68]=[C:67]2[C:63]([NH:64][C:65](=[O:75])[N:66]2[CH:69]2[CH2:74][CH2:73][O:72][CH2:71][CH2:70]2)=[C:62]([Cl:76])[N:61]=1.C(=O)([O-])[O-].[Cs+].[Cs+], predict the reaction product. The product is: [Cl:76][C:62]1[N:61]=[C:60]([NH:59][C:48]2[CH:49]=[C:50]([CH:53]=[CH:54][C:55]=2[N+:56]([O-:58])=[O:57])[C:51]#[N:52])[N:68]=[C:67]2[C:63]=1[NH:64][C:65](=[O:75])[N:66]2[CH:69]1[CH2:70][CH2:71][O:72][CH2:73][CH2:74]1. (6) The product is: [C:14]([C:12]1[CH:11]=[CH:10][C:8]2[N:9]3[CH:1]=[CH:2][N:3]=[C:4]3[CH2:5][O:6][C:7]=2[CH:13]=1)#[CH:16]. Given the reactants [CH:1]1[N:9]2[C:4]([CH2:5][O:6][C:7]3[CH:13]=[C:12]([CH:14]=O)[CH:11]=[CH:10][C:8]=32)=[N:3][CH:2]=1.[C:16](=O)([O-])[O-].[K+].[K+].CO, predict the reaction product. (7) Given the reactants [C:1]1(P([C:1]2[CH:6]=[CH:5]C=[CH:3][CH:2]=2)[C:1]2[CH:6]=[CH:5]C=[CH:3][CH:2]=2)[CH:6]=[CH:5]C=[CH:3][CH:2]=1.N(C(OC(C)C)=O)=NC(OC(C)C)=O.[OH:34][C:35]1[CH:36]=[C:37]2[C:42](=[CH:43][CH:44]=1)[C:41]([C:45]([O:47][CH3:48])=[O:46])=[CH:40][CH:39]=[CH:38]2.C(O)CCCC, predict the reaction product. The product is: [CH2:3]([O:34][C:35]1[CH:36]=[C:37]2[C:42](=[CH:43][CH:44]=1)[C:41]([C:45]([O:47][CH3:48])=[O:46])=[CH:40][CH:39]=[CH:38]2)[CH2:2][CH2:1][CH2:6][CH3:5]. (8) Given the reactants Cl[C:2](=[O:8])[C:3]([O:5]CC)=O.[C:9]([C:11]1[CH:16]=[CH:15][C:14]([NH:17][C:18]([NH:20][C:21]([CH3:24])([CH3:23])[CH3:22])=[S:19])=[CH:13][CH:12]=1)#[N:10], predict the reaction product. The product is: [C:21]([N:20]1[C:2](=[O:8])[C:3](=[O:5])[N:17]([C:14]2[CH:13]=[CH:12][C:11]([C:9]#[N:10])=[CH:16][CH:15]=2)[C:18]1=[S:19])([CH3:24])([CH3:22])[CH3:23]. (9) The product is: [Cl:1][C:2]1[CH:3]=[CH:4][C:5]2[C:6](=[C:8]3[CH:9]=[C:10]([O:14][CH3:15])[CH:11]=[CH:12][C:13]3=[C:17]([OH:18])[CH:16]=2)[N:7]=1. Given the reactants [Cl:1][C:2]1[N:7]=[C:6]([C:8]2[CH:13]=[CH:12][CH:11]=[C:10]([O:14][CH3:15])[CH:9]=2)[C:5]([CH2:16][C:17](N2C3C=CC=CC=3N=N2)=[O:18])=[CH:4][CH:3]=1.[Cl-].[Cl-].[Cl-].[Al+3], predict the reaction product.